Dataset: Reaction yield outcomes from USPTO patents with 853,638 reactions. Task: Predict the reaction yield, written as a fraction of the theoretical maximum amount of product (1.0 means a 100% yield; for example, 0.34 means a 34% yield). (1) The reactants are Cl[CH2:2][C:3]1[CH:8]=[CH:7][C:6]([CH2:9][OH:10])=[CH:5][CH:4]=1.[CH3:11][C:12]1[CH:13]=[N:14][NH:15][CH:16]=1.C(=O)([O-])[O-].[K+].[K+]. The catalyst is CC#N. The product is [CH3:11][C:12]1[CH:13]=[N:14][N:15]([CH2:2][C:3]2[CH:8]=[CH:7][C:6]([CH2:9][OH:10])=[CH:5][CH:4]=2)[CH:16]=1. The yield is 0.231. (2) The reactants are Br[C:2]1[CH:12]=[CH:11][C:5]([O:6][CH2:7][C:8]([OH:10])=[O:9])=[C:4]([C:13]([CH3:16])([CH3:15])[CH3:14])[CH:3]=1.[CH3:17][N:18](C)C=O. The catalyst is C1(P(C2C=CC=CC=2)[C-]2C=CC=C2)C=CC=CC=1.[C-]1(P(C2C=CC=CC=2)C2C=CC=CC=2)C=CC=C1.[Fe+2].C1C=CC(/C=C/C(/C=C/C2C=CC=CC=2)=O)=CC=1.C1C=CC(/C=C/C(/C=C/C2C=CC=CC=2)=O)=CC=1.[Pd].[C-]#N.[Zn+2].[C-]#N.[Zn].C([O-])(=O)C.[Zn+2].C([O-])(=O)C.O. The product is [C:13]([C:4]1[CH:3]=[C:2]([C:17]#[N:18])[CH:12]=[CH:11][C:5]=1[O:6][CH2:7][C:8]([OH:10])=[O:9])([CH3:16])([CH3:15])[CH3:14]. The yield is 0.220. (3) The reactants are [O:1]=[C:2]1[CH2:7][CH2:6][CH:5]([C:8]([O:10][CH2:11][CH3:12])=[O:9])[CH2:4][CH2:3]1.[N-:13]=[N+]=[N-].[Na+].CS(O)(=O)=O.C(=O)(O)[O-].[Na+]. The catalyst is C(Cl)(Cl)Cl. The product is [O:1]=[C:2]1[NH:13][CH2:7][CH2:6][CH:5]([C:8]([O:10][CH2:11][CH3:12])=[O:9])[CH2:4][CH2:3]1. The yield is 0.700. (4) The reactants are C1(P(C2C=CC=CC=2)C2C=CC=CC=2)C=CC=CC=1.[OH:20][C:21]1[CH:30]=[C:29]2[C:24]([C:25](=[O:39])[N:26]([CH2:31][O:32][C:33](=[O:38])[C:34]([CH3:37])([CH3:36])[CH3:35])[CH:27]=[N:28]2)=[CH:23][C:22]=1[O:40][CH3:41].[C:42]([O:46][C:47]([N:49]1[CH2:54][CH2:53][CH:52]([CH2:55]O)[CH2:51][CH2:50]1)=[O:48])([CH3:45])([CH3:44])[CH3:43].N(C(OCC)=O)=NC(OCC)=O. The catalyst is C(Cl)Cl. The product is [C:42]([O:46][C:47]([N:49]1[CH2:54][CH2:53][CH:52]([CH2:55][O:20][C:21]2[CH:30]=[C:29]3[C:24]([C:25](=[O:39])[N:26]([CH2:31][O:32][C:33](=[O:38])[C:34]([CH3:35])([CH3:36])[CH3:37])[CH:27]=[N:28]3)=[CH:23][C:22]=2[O:40][CH3:41])[CH2:51][CH2:50]1)=[O:48])([CH3:45])([CH3:43])[CH3:44]. The yield is 0.920. (5) The reactants are [CH:1]([S:4](Cl)(=[O:6])=[O:5])([CH3:3])[CH3:2].[NH2:8][CH2:9][C@H:10]1[CH2:15][CH2:14][C@H:13]([C:16]([OH:18])=[O:17])[CH2:12][CH2:11]1.[OH-].[Na+].Cl. No catalyst specified. The product is [CH3:2][CH:1]([S:4]([NH:8][CH2:9][C@H:10]1[CH2:11][CH2:12][C@H:13]([C:16]([OH:18])=[O:17])[CH2:14][CH2:15]1)(=[O:6])=[O:5])[CH3:3]. The yield is 0.330. (6) The reactants are [F:1][C:2]1[CH:7]=[CH:6][C:5]([S:8](Cl)(=[O:10])=[O:9])=[CH:4][CH:3]=1.[CH3:12][C:13]1([CH3:27])[C:17]([CH3:19])([CH3:18])[O:16][B:15]([C:20]2[CH:26]=[CH:25][C:23]([NH2:24])=[CH:22][CH:21]=2)[O:14]1.C(OCC)(=O)C. The catalyst is N1C=CC=CC=1. The product is [F:1][C:2]1[CH:7]=[CH:6][C:5]([S:8]([NH:24][C:23]2[CH:22]=[CH:21][C:20]([B:15]3[O:16][C:17]([CH3:19])([CH3:18])[C:13]([CH3:27])([CH3:12])[O:14]3)=[CH:26][CH:25]=2)(=[O:10])=[O:9])=[CH:4][CH:3]=1. The yield is 0.735. (7) The reactants are [H-].[Na+].[Si:3]([O:20][CH2:21][C:22]1[C:23]([N:38]2[CH2:43][C@H:42]([CH3:44])[O:41][C@H:40]([CH3:45])[CH2:39]2)=[C:24]([F:37])[C:25](F)=[C:26]([C:28](=[N:34][OH:35])[C:29]([O:31][CH2:32][CH3:33])=[O:30])[CH:27]=1)([C:16]([CH3:19])([CH3:18])[CH3:17])([C:10]1[CH:15]=[CH:14][CH:13]=[CH:12][CH:11]=1)[C:4]1[CH:9]=[CH:8][CH:7]=[CH:6][CH:5]=1. The catalyst is CN(C=O)C. The product is [Si:3]([O:20][CH2:21][C:22]1[C:23]([N:38]2[CH2:43][C@H:42]([CH3:44])[O:41][C@H:40]([CH3:45])[CH2:39]2)=[C:24]([F:37])[C:25]2[O:35][N:34]=[C:28]([C:29]([O:31][CH2:32][CH3:33])=[O:30])[C:26]=2[CH:27]=1)([C:16]([CH3:17])([CH3:18])[CH3:19])([C:10]1[CH:11]=[CH:12][CH:13]=[CH:14][CH:15]=1)[C:4]1[CH:9]=[CH:8][CH:7]=[CH:6][CH:5]=1. The yield is 0.666. (8) The reactants are [CH3:1][N:2]1[C:6]2[N:7]=[CH:8][NH:9][C:10](=[O:11])[C:5]=2[C:4]([C:12]2[CH:17]=[CH:16][CH:15]=[CH:14][CH:13]=2)=[CH:3]1.C(=O)([O-])[O-].[K+].[K+].[F:24][C:25]([F:29])([F:28])[CH2:26]I. The catalyst is CN(C=O)C. The product is [CH3:1][N:2]1[C:6]2[N:7]=[CH:8][N:9]([CH2:26][C:25]([F:29])([F:28])[F:24])[C:10](=[O:11])[C:5]=2[C:4]([C:12]2[CH:13]=[CH:14][CH:15]=[CH:16][CH:17]=2)=[CH:3]1. The yield is 0.610. (9) The reactants are Cl[CH2:2][C:3]1[CH:13]=[CH:12][C:6]2[O:7][C:8]([F:11])([F:10])[O:9][C:5]=2[CH:4]=1.[C-:14]#[N:15].[Na+].O.CC(OC)(C)C. The catalyst is CS(C)=O. The product is [F:10][C:8]1([F:11])[O:7][C:6]2[CH:12]=[CH:13][C:3]([CH2:2][C:14]#[N:15])=[CH:4][C:5]=2[O:9]1. The yield is 0.950. (10) The reactants are [Li]CCCC.[Br:6][C:7]1[CH:8]=[C:9]([C:13]([O:15][CH3:16])=[O:14])[S:10][C:11]=1Br.[I:17]I. The catalyst is C1COCC1. The product is [Br:6][C:7]1[CH:8]=[C:9]([C:13]([O:15][CH3:16])=[O:14])[S:10][C:11]=1[I:17]. The yield is 0.560.